The task is: Predict the product of the given reaction.. This data is from Forward reaction prediction with 1.9M reactions from USPTO patents (1976-2016). Given the reactants [Cl:1][C:2]1[CH:7]=[CH:6][C:5]([C:8]([N:13]2[C:21]3[C:16](=[C:17]([N:22]([CH2:27][O:28][CH2:29][CH2:30][Si:31]([CH3:34])([CH3:33])[CH3:32])[S:23]([CH3:26])(=[O:25])=[O:24])[CH:18]=[CH:19][CH:20]=3)[CH:15]=[CH:14]2)([CH2:11][CH3:12])[C:9]#[CH:10])=[CH:4][CH:3]=1.[Li]CCCC.[C:40](Cl)(=[O:43])[O:41][CH3:42], predict the reaction product. The product is: [Cl:1][C:2]1[CH:7]=[CH:6][C:5]([C:8]([N:13]2[C:21]3[C:16](=[C:17]([N:22]([CH2:27][O:28][CH2:29][CH2:30][Si:31]([CH3:34])([CH3:33])[CH3:32])[S:23]([CH3:26])(=[O:25])=[O:24])[CH:18]=[CH:19][CH:20]=3)[CH:15]=[CH:14]2)([CH2:11][CH3:12])[C:9]#[C:10][C:40]([O:41][CH3:42])=[O:43])=[CH:4][CH:3]=1.